Predict the reactants needed to synthesize the given product. From a dataset of Full USPTO retrosynthesis dataset with 1.9M reactions from patents (1976-2016). (1) Given the product [F:2][C:3]1[CH:4]=[C:5]([CH:44]=[CH:45][CH:46]=1)[CH2:6][N:7]1[C:11]([CH3:12])=[C:10]([C:13]2[C:21]3[C:16](=[N:17][CH:18]=[C:19]([C:22]4[CH:27]=[CH:26][C:25]([N:28]5[CH2:33][CH2:32][N:31]([CH2:47][C@@H:48]([OH:49])[CH3:50])[CH2:30][CH2:29]5)=[N:24][CH:23]=4)[CH:20]=3)[N:15]([S:34]([C:37]3[CH:38]=[CH:39][C:40]([CH3:41])=[CH:42][CH:43]=3)(=[O:36])=[O:35])[CH:14]=2)[CH:9]=[N:8]1, predict the reactants needed to synthesize it. The reactants are: Cl.[F:2][C:3]1[CH:4]=[C:5]([CH:44]=[CH:45][CH:46]=1)[CH2:6][N:7]1[C:11]([CH3:12])=[C:10]([C:13]2[C:21]3[C:16](=[N:17][CH:18]=[C:19]([C:22]4[CH:23]=[N:24][C:25]([N:28]5[CH2:33][CH2:32][NH:31][CH2:30][CH2:29]5)=[CH:26][CH:27]=4)[CH:20]=3)[N:15]([S:34]([C:37]3[CH:43]=[CH:42][C:40]([CH3:41])=[CH:39][CH:38]=3)(=[O:36])=[O:35])[CH:14]=2)[CH:9]=[N:8]1.[CH3:47][C@H:48]1[CH2:50][O:49]1.CCN(C(C)C)C(C)C. (2) The reactants are: [F:1][C:2]1[CH:29]=[CH:28][CH:27]=[CH:26][C:3]=1[CH2:4][N:5]1[C:9]2=[N:10][CH:11]=[CH:12][CH:13]=[C:8]2[C:7]([C:14]2[N:22]=[C:21]3[C:17]([N:18]([CH3:24])[C:19](=[O:23])[NH:20]3)=[C:16](I)[N:15]=2)=[N:6]1.[CH:30]([OH:33])([CH3:32])[CH3:31].C(=O)([O-])[O-].[Cs+].[Cs+].CC1C=NC2C(C=1C)=CC=C1C=2N=CC(C)=C1C. Given the product [F:1][C:2]1[CH:29]=[CH:28][CH:27]=[CH:26][C:3]=1[CH2:4][N:5]1[C:9]2=[N:10][CH:11]=[CH:12][CH:13]=[C:8]2[C:7]([C:14]2[N:22]=[C:21]3[C:17]([N:18]([CH3:24])[C:19](=[O:23])[NH:20]3)=[C:16]([O:33][CH:30]([CH3:32])[CH3:31])[N:15]=2)=[N:6]1, predict the reactants needed to synthesize it. (3) Given the product [CH3:19][N:15]1[CH2:16][CH2:17][CH2:18][CH:14]1[CH2:13][CH2:12][N:6]1[CH2:7][CH2:8][CH2:9][CH2:10][C:4]2[CH:3]=[C:2]([NH2:1])[CH:21]=[CH:20][C:5]1=2, predict the reactants needed to synthesize it. The reactants are: [NH2:1][C:2]1[CH:21]=[CH:20][C:5]2[N:6]([CH2:12][CH2:13][CH:14]3[CH2:18][CH2:17][CH2:16][N:15]3[CH3:19])[C:7](=O)[CH2:8][CH2:9][CH2:10][C:4]=2[CH:3]=1.[H-].[H-].[H-].[H-].[Li+].[Al+3]. (4) Given the product [CH3:1][N:2]1[CH2:24][CH2:23][C:5]2[N:6]([CH2:14][CH2:15][C:16]3[CH:21]=[CH:20][CH:19]=[C:18]([CH3:22])[N:17]=3)[C:7]3[CH:8]=[CH:9][C:10]([CH3:13])=[CH:11][C:12]=3[C:4]=2[CH2:3]1, predict the reactants needed to synthesize it. The reactants are: [CH3:1][N:2]1[CH2:24][CH2:23][C:5]2[N:6]([C:14]#[C:15][C:16]3[CH:21]=[CH:20][CH:19]=[C:18]([CH3:22])[N:17]=3)[C:7]3[CH:8]=[CH:9][C:10]([CH3:13])=[CH:11][C:12]=3[C:4]=2[CH2:3]1. (5) Given the product [CH3:10][N:9]([CH3:11])[C:7]1[CH:8]=[CH:12][NH:5][C:4](=[S:6])[C:3]=1[C:1]#[N:2], predict the reactants needed to synthesize it. The reactants are: [C:1](/[C:3](=[C:7](/[N:9]([CH3:11])[CH3:10])\[CH3:8])/[C:4](=[S:6])[NH2:5])#[N:2].[CH3:12]OC(OC)N(C)C.